The task is: Regression. Given two drug SMILES strings and cell line genomic features, predict the synergy score measuring deviation from expected non-interaction effect.. This data is from NCI-60 drug combinations with 297,098 pairs across 59 cell lines. (1) Drug 1: CN(C)N=NC1=C(NC=N1)C(=O)N. Drug 2: C1C(C(OC1N2C=NC3=C2NC=NCC3O)CO)O. Cell line: SW-620. Synergy scores: CSS=-3.86, Synergy_ZIP=3.46, Synergy_Bliss=1.67, Synergy_Loewe=-2.04, Synergy_HSA=-3.89. (2) Drug 1: CCC1(CC2CC(C3=C(CCN(C2)C1)C4=CC=CC=C4N3)(C5=C(C=C6C(=C5)C78CCN9C7C(C=CC9)(C(C(C8N6C)(C(=O)OC)O)OC(=O)C)CC)OC)C(=O)OC)O.OS(=O)(=O)O. Drug 2: CC1=C2C(C(=O)C3(C(CC4C(C3C(C(C2(C)C)(CC1OC(=O)C(C(C5=CC=CC=C5)NC(=O)OC(C)(C)C)O)O)OC(=O)C6=CC=CC=C6)(CO4)OC(=O)C)O)C)O. Cell line: SK-OV-3. Synergy scores: CSS=3.64, Synergy_ZIP=-1.65, Synergy_Bliss=-1.30, Synergy_Loewe=0.741, Synergy_HSA=-0.353. (3) Drug 1: C1=C(C(=O)NC(=O)N1)F. Drug 2: CCC1(CC2CC(C3=C(CCN(C2)C1)C4=CC=CC=C4N3)(C5=C(C=C6C(=C5)C78CCN9C7C(C=CC9)(C(C(C8N6C)(C(=O)OC)O)OC(=O)C)CC)OC)C(=O)OC)O.OS(=O)(=O)O. Cell line: UACC62. Synergy scores: CSS=43.0, Synergy_ZIP=-8.97, Synergy_Bliss=-10.7, Synergy_Loewe=-9.42, Synergy_HSA=-5.95. (4) Drug 2: C1=NC(=NC(=O)N1C2C(C(C(O2)CO)O)O)N. Drug 1: C1CCC(CC1)NC(=O)N(CCCl)N=O. Cell line: HS 578T. Synergy scores: CSS=12.7, Synergy_ZIP=-6.45, Synergy_Bliss=1.67, Synergy_Loewe=-1.58, Synergy_HSA=0.794.